Dataset: Forward reaction prediction with 1.9M reactions from USPTO patents (1976-2016). Task: Predict the product of the given reaction. (1) Given the reactants [Br:1][C:2]1[CH:3]=[C:4]([O:10][CH2:11][C:12]#C)[C:5]([F:9])=[C:6]([F:8])[CH:7]=1.[F-].[Cs+].[CH2:16](N(CC)C1C=CC=CC=1)C, predict the reaction product. The product is: [Br:1][C:2]1[C:3]2[CH:16]=[C:11]([CH3:12])[O:10][C:4]=2[C:5]([F:9])=[C:6]([F:8])[CH:7]=1. (2) The product is: [CH:46]1([NH:45][C:44]([NH:24][C@@H:17]2[C:18]3[C:23](=[CH:22][CH:21]=[CH:20][CH:19]=3)[C@@H:14]([O:13][C:10]3[CH:11]=[CH:12][C:7]4[N:8]([C:4]([CH:1]([CH3:3])[CH3:2])=[N:5][N:6]=4)[CH:9]=3)[CH2:15][CH2:16]2)=[O:43])[CH2:48][CH2:47]1. Given the reactants [CH:1]([C:4]1[N:8]2[CH:9]=[C:10]([O:13][C@@H:14]3[C:23]4[C:18](=[CH:19][CH:20]=[CH:21][CH:22]=4)[C@@H:17]([NH2:24])[CH2:16][CH2:15]3)[CH:11]=[CH:12][C:7]2=[N:6][N:5]=1)([CH3:3])[CH3:2].CCN(C(C)C)C(C)C.[N+](C1C=CC([O:43][C:44](=O)[NH:45][CH:46]2[CH2:48][CH2:47]2)=CC=1)([O-])=O, predict the reaction product.